Task: Predict the reactants needed to synthesize the given product.. Dataset: Full USPTO retrosynthesis dataset with 1.9M reactions from patents (1976-2016) Given the product [O:31]1[C:27]([C:24]2[CH:25]=[CH:26][C:21]([CH2:20][N:16]3[C:15](=[O:18])[N:4]4[N:5]=[CH:6][C:7]([C:8]5[CH:13]=[CH:12][C:11]([Cl:14])=[CH:10][CH:9]=5)=[C:2]([Cl:1])[C:3]4=[N:17]3)=[CH:22][CH:23]=2)=[CH:28][CH:29]=[N:30]1, predict the reactants needed to synthesize it. The reactants are: [Cl:1][C:2]1[C:3]2[N:4]([C:15](=[O:18])[NH:16][N:17]=2)[N:5]=[CH:6][C:7]=1[C:8]1[CH:13]=[CH:12][C:11]([Cl:14])=[CH:10][CH:9]=1.Br[CH2:20][C:21]1[CH:26]=[CH:25][C:24]([C:27]2[O:31][N:30]=[CH:29][CH:28]=2)=[CH:23][CH:22]=1.C([O-])([O-])=O.[K+].[K+].